Dataset: Catalyst prediction with 721,799 reactions and 888 catalyst types from USPTO. Task: Predict which catalyst facilitates the given reaction. (1) Reactant: C[O:2][C:3]([C:5]1[CH:6]=[C:7]([Cl:15])[CH:8]=[C:9]2[C:13]=1[NH:12][C:11]([CH3:14])=[CH:10]2)=[O:4].[OH-].[Na+]. Product: [Cl:15][C:7]1[CH:8]=[C:9]2[C:13](=[C:5]([C:3]([OH:4])=[O:2])[CH:6]=1)[NH:12][C:11]([CH3:14])=[CH:10]2. The catalyst class is: 5. (2) Reactant: [F:1][C:2]1[CH:7]=[CH:6][C:5]([NH:8][CH:9]2[CH2:12][N:11]([C:13]([O:15][C:16]([CH3:19])([CH3:18])[CH3:17])=[O:14])[CH2:10]2)=[C:4]([CH3:20])[CH:3]=1.[C:21](O)(=O)C.C=O.O.C(O[BH-](OC(=O)C)OC(=O)C)(=O)C.[Na+].C([O-])(O)=O.[Na+]. Product: [F:1][C:2]1[CH:7]=[CH:6][C:5]([N:8]([CH3:21])[CH:9]2[CH2:10][N:11]([C:13]([O:15][C:16]([CH3:17])([CH3:19])[CH3:18])=[O:14])[CH2:12]2)=[C:4]([CH3:20])[CH:3]=1. The catalyst class is: 26. (3) The catalyst class is: 11. Product: [Br:1][C:2]1[CH:7]=[N:6][CH:5]=[C:4]([O:8][CH:31]2[CH2:32][CH2:33][O:28][CH2:29][CH2:30]2)[CH:3]=1. Reactant: [Br:1][C:2]1[CH:3]=[C:4]([OH:8])[CH:5]=[N:6][CH:7]=1.C1(P(C2C=CC=CC=2)C2C=CC=CC=2)C=CC=CC=1.[O:28]1[CH2:33][CH2:32][CH:31](O)[CH2:30][CH2:29]1.N(C(OCC)=O)=NC(OCC)=O.